This data is from Forward reaction prediction with 1.9M reactions from USPTO patents (1976-2016). The task is: Predict the product of the given reaction. (1) Given the reactants Cl[C:2]1[C:7]([C:8]([C:10]2[N:14]([C:15]3[CH:20]=[CH:19][C:18]([CH2:21][CH3:22])=[CH:17][CH:16]=3)[CH:13]=[N:12][CH:11]=2)=O)=[C:6]([Cl:23])[N:5]=[CH:4][N:3]=1.[CH3:24][NH:25][NH2:26].N1C=CC=CC=1, predict the reaction product. The product is: [Cl:23][C:6]1[N:5]=[CH:4][N:3]=[C:2]2[N:25]([CH3:24])[N:26]=[C:8]([C:10]3[N:14]([C:15]4[CH:20]=[CH:19][C:18]([CH2:21][CH3:22])=[CH:17][CH:16]=4)[CH:13]=[N:12][CH:11]=3)[C:7]=12. (2) The product is: [Cl:1][C:2]1[N:3]=[C:4]2[CH:9]=[CH:8][C:7]([CH2:10][CH2:11][CH3:12])=[N:6][N:5]2[C:13]=1[S:19]([NH2:25])(=[O:22])=[O:20]. Given the reactants [Cl:1][C:2]1[N:3]=[C:4]2[CH:9]=[CH:8][C:7]([CH2:10][CH2:11][CH3:12])=[N:6][N:5]2[CH:13]=1.ClC(Cl)C.Cl[S:19]([OH:22])(=O)=[O:20].C([N:25](CC)CC)C.P(Cl)(Cl)(Cl)=O, predict the reaction product. (3) Given the reactants [C:1]([C:4]1[N:5]=[N:6][C:7]([NH:20][C@H:21]2[CH2:26][CH2:25][CH2:24][N:23](C(OC(C)(C)C)=O)[CH2:22]2)=[C:8]2[CH:12]=[C:11]([C:13]3[CH:18]=[CH:17][CH:16]=[C:15]([F:19])[CH:14]=3)[S:10][C:9]=12)(=[O:3])[NH2:2].Cl, predict the reaction product. The product is: [F:19][C:15]1[CH:14]=[C:13]([C:11]2[S:10][C:9]3=[C:4]([C:1]([NH2:2])=[O:3])[N:5]=[N:6][C:7]([NH:20][C@H:21]4[CH2:26][CH2:25][CH2:24][NH:23][CH2:22]4)=[C:8]3[CH:12]=2)[CH:18]=[CH:17][CH:16]=1. (4) The product is: [CH3:44][O:43][N:42]([CH3:41])[C:9]([C:6]1[CH:5]=[N:4][C:3]([O:2][CH3:1])=[CH:8][N:7]=1)=[O:11]. Given the reactants [CH3:1][O:2][C:3]1[N:4]=[CH:5][C:6]([C:9]([OH:11])=O)=[N:7][CH:8]=1.C(N(CC)CC)C.C(N=C=NCCCN(C)C)C.ON1C2C=CC=CC=2N=N1.Cl.[CH3:41][NH:42][O:43][CH3:44], predict the reaction product. (5) Given the reactants [NH2:1][C:2]1[S:3][C:4]2[N:5]=[C:6]([NH:11][C:12]3[CH:13]=[C:14]([NH:19][C:20](=[O:26])[O:21][C:22]([CH3:25])([CH3:24])[CH3:23])[CH:15]=[CH:16][C:17]=3[CH3:18])[N:7]=[CH:8][C:9]=2[N:10]=1.[C:27](Cl)(=[O:29])[CH3:28].C(=O)([O-])O.[Na+], predict the reaction product. The product is: [C:22]([O:21][C:20](=[O:26])[NH:19][C:14]1[CH:15]=[CH:16][C:17]([CH3:18])=[C:12]([NH:11][C:6]2[N:7]=[CH:8][C:9]3[N:10]=[C:2]([NH:1][C:27](=[O:29])[CH3:28])[S:3][C:4]=3[N:5]=2)[CH:13]=1)([CH3:23])([CH3:25])[CH3:24]. (6) Given the reactants F[C:2]1[CH:9]=[C:8]([N:10]2[C:22]3[CH:21]=[CH:20][CH:19]=[C:18]([C:23]4[NH:27][C:26]5[CH:28]=[C:29]([F:32])[CH:30]=[CH:31][C:25]=5[N:24]=4)[C:17]=3[C:16]3[C:11]2=[CH:12][CH:13]=[CH:14][CH:15]=3)[CH:7]=[CH:6][C:3]=1[C:4]#[N:5].C(=O)([O-])[O-].[K+].[K+].[CH3:39][N:40]1[CH:44]=[C:43]([CH2:45][NH2:46])[N:42]=[CH:41]1.[OH-:47].[Na+].OO, predict the reaction product. The product is: [F:32][C:29]1[CH:30]=[CH:31][C:25]2[N:24]=[C:23]([C:18]3[C:17]4[C:16]5[C:11](=[CH:12][CH:13]=[CH:14][CH:15]=5)[N:10]([C:8]5[CH:7]=[CH:6][C:3]([C:4]([NH2:5])=[O:47])=[C:2]([NH:46][CH2:45][C:43]6[N:42]=[CH:41][N:40]([CH3:39])[CH:44]=6)[CH:9]=5)[C:22]=4[CH:21]=[CH:20][CH:19]=3)[NH:27][C:26]=2[CH:28]=1. (7) Given the reactants [NH2:1][CH2:2][CH2:3][N:4]1[C:13]2[C:8](=[N:9][CH:10]=[C:11]([CH2:14][C:15]3[CH:20]=[CH:19][C:18]([F:21])=[CH:17][CH:16]=3)[CH:12]=2)[C:7]([OH:22])=[C:6]([C:23]([NH:25][CH2:26][CH2:27][O:28][CH2:29][CH2:30][OH:31])=[O:24])[C:5]1=[O:32].C(N(C(C)C)CC)(C)C.[CH3:42][S:43](Cl)(=[O:45])=[O:44], predict the reaction product. The product is: [F:21][C:18]1[CH:17]=[CH:16][C:15]([CH2:14][C:11]2[CH:12]=[C:13]3[C:8]([C:7]([OH:22])=[C:6]([C:23]([NH:25][CH2:26][CH2:27][O:28][CH2:29][CH2:30][OH:31])=[O:24])[C:5](=[O:32])[N:4]3[CH2:3][CH2:2][NH:1][S:43]([CH3:42])(=[O:45])=[O:44])=[N:9][CH:10]=2)=[CH:20][CH:19]=1.